From a dataset of Catalyst prediction with 721,799 reactions and 888 catalyst types from USPTO. Predict which catalyst facilitates the given reaction. (1) Reactant: [F:1][C:2]1[CH:3]=[C:4]2[C:9](=[CH:10][CH:11]=1)[N:8]=[C:7]([NH:12][C@H:13]1[CH2:17][CH2:16][C@H:15]([NH2:18])[CH2:14]1)[CH:6]=[C:5]2[CH3:19].[CH3:20][N:21]1[C:25]2=[CH:26][N:27]=[CH:28][CH:29]=[C:24]2[C:23]([CH:30]=O)=[CH:22]1.[BH4-].[Na+]. Product: [F:1][C:2]1[CH:3]=[C:4]2[C:9](=[CH:10][CH:11]=1)[N:8]=[C:7]([NH:12][C@H:13]1[CH2:17][CH2:16][C@H:15]([NH:18][CH2:30][C:23]3[C:24]4[C:25](=[CH:26][N:27]=[CH:28][CH:29]=4)[N:21]([CH3:20])[CH:22]=3)[CH2:14]1)[CH:6]=[C:5]2[CH3:19]. The catalyst class is: 2. (2) Reactant: C(OC([NH:8][CH2:9][CH2:10][O:11][C:12](=[O:52])[CH2:13][CH2:14][NH:15][C:16]([CH:18]1[CH2:27][CH2:26][C:25]2[C:20](=[C:21]([CH2:49][CH2:50][CH3:51])[C:22]([O:28][CH2:29][CH2:30][CH2:31][O:32][C:33]3[C:38]([CH2:39][CH3:40])=[CH:37][C:36]([C:41]4[CH:46]=[CH:45][C:44]([F:47])=[CH:43][CH:42]=4)=[C:35]([OH:48])[CH:34]=3)=[CH:23][CH:24]=2)[O:19]1)=[O:17])=O)(C)(C)C.C1(OC)C=CC=CC=1.FC(F)(F)C(O)=O. Product: [NH2:8][CH2:9][CH2:10][O:11][C:12](=[O:52])[CH2:13][CH2:14][NH:15][C:16]([CH:18]1[CH2:27][CH2:26][C:25]2[C:20](=[C:21]([CH2:49][CH2:50][CH3:51])[C:22]([O:28][CH2:29][CH2:30][CH2:31][O:32][C:33]3[C:38]([CH2:39][CH3:40])=[CH:37][C:36]([C:41]4[CH:46]=[CH:45][C:44]([F:47])=[CH:43][CH:42]=4)=[C:35]([OH:48])[CH:34]=3)=[CH:23][CH:24]=2)[O:19]1)=[O:17]. The catalyst class is: 4. (3) Reactant: C([O:3][C:4]([C:6]1[S:10][C:9]([NH:11][C:12](=[O:28])[CH:13]([C:20]2[CH:25]=[CH:24][C:23]([Cl:26])=[C:22]([Cl:27])[CH:21]=2)[CH2:14][CH:15]2[CH2:19][CH2:18][CH2:17][CH2:16]2)=[N:8][CH:7]=1)=O)C.[H-].[Al+3].[Li+].[H-].[H-].[H-]. Product: [CH:15]1([CH2:14][CH:13]([C:20]2[CH:25]=[CH:24][C:23]([Cl:26])=[C:22]([Cl:27])[CH:21]=2)[C:12]([NH:11][C:9]2[S:10][C:6]([CH2:4][OH:3])=[CH:7][N:8]=2)=[O:28])[CH2:16][CH2:17][CH2:18][CH2:19]1. The catalyst class is: 27. (4) Reactant: COCCN(S(F)(F)[F:11])CCOC.[Br:14][C:15]1[CH:16]=[CH:17][C:18]([Cl:24])=[C:19]([CH:21](O)[CH3:22])[CH:20]=1. Product: [Br:14][C:15]1[CH:16]=[CH:17][C:18]([Cl:24])=[C:19]([CH:21]([F:11])[CH3:22])[CH:20]=1. The catalyst class is: 46. (5) Reactant: [NH2:1][C:2]1[CH:6]=[C:5]([C:7]2[CH:8]=[N:9][NH:10][C:11]=2[CH3:12])[S:4][C:3]=1[C:13]([NH2:15])=[O:14].[F:16][C:17]1[CH:22]=[CH:21][C:20]([N:23]2[CH2:28][CH2:27][C:26](=O)[CH2:25][CH2:24]2)=[CH:19][CH:18]=1.[O-]S([O-])(=O)=O.[Mg+2].CC1(C)C2(CS(O)(=O)=O)C(CC1CC2)=O.C([O-])(O)=O.[Na+]. Product: [F:16][C:17]1[CH:18]=[CH:19][C:20]([N:23]2[CH2:28][CH2:27][C:26]3([NH:1][C:2]4[CH:6]=[C:5]([C:7]5[CH:8]=[N:9][NH:10][C:11]=5[CH3:12])[S:4][C:3]=4[C:13](=[O:14])[NH:15]3)[CH2:25][CH2:24]2)=[CH:21][CH:22]=1. The catalyst class is: 44.